Dataset: Forward reaction prediction with 1.9M reactions from USPTO patents (1976-2016). Task: Predict the product of the given reaction. (1) Given the reactants [NH2:1][C:2]1[S:3][CH:4]=[C:5]([C:12]2[O:13][CH:14]=[CH:15][CH:16]=2)[C:6]=1[C:7](OCC)=[O:8].[CH:17]([NH2:19])=O, predict the reaction product. The product is: [OH:8][C:7]1[C:6]2[C:5]([C:12]3[O:13][CH:14]=[CH:15][CH:16]=3)=[CH:4][S:3][C:2]=2[N:1]=[CH:17][N:19]=1. (2) The product is: [Br:11][C:12]1[CH:17]=[C:16]([C:2]#[C:1][C:3]2[CH:4]=[N:5][CH:6]=[C:7]([O:9][CH3:10])[CH:8]=2)[CH:15]=[CH:14][C:13]=1[F:19]. Given the reactants [C:1]([C:3]1[CH:4]=[N:5][CH:6]=[C:7]([O:9][CH3:10])[CH:8]=1)#[CH:2].[Br:11][C:12]1[CH:17]=[C:16](I)[CH:15]=[CH:14][C:13]=1[F:19].C(N(CC)CC)C, predict the reaction product.